Dataset: Forward reaction prediction with 1.9M reactions from USPTO patents (1976-2016). Task: Predict the product of the given reaction. (1) Given the reactants Br[C:2]1[CH:3]=[C:4]([C:8]2([C:18]3[CH:23]=[CH:22][N:21]=[C:20]([CH2:24][CH3:25])[CH:19]=3)[C:16]3[C:11](=[CH:12][CH:13]=[CH:14][CH:15]=3)[C:10]([NH2:17])=[N:9]2)[CH:5]=[CH:6][CH:7]=1.[N:26]1[CH:31]=[C:30](B(O)O)[CH:29]=[N:28][CH:27]=1, predict the reaction product. The product is: [CH2:24]([C:20]1[CH:19]=[C:18]([C:8]2([C:4]3[CH:5]=[CH:6][CH:7]=[C:2]([C:30]4[CH:31]=[N:26][CH:27]=[N:28][CH:29]=4)[CH:3]=3)[C:16]3[C:11](=[CH:12][CH:13]=[CH:14][CH:15]=3)[C:10]([NH2:17])=[N:9]2)[CH:23]=[CH:22][N:21]=1)[CH3:25]. (2) Given the reactants [C:1](=[C:4](Cl)[F:5])([F:3])[F:2].[Li]C(CC)C.[Si:12](OCC)([O:19][CH2:20][CH3:21])([O:16][CH2:17][CH3:18])[O:13][CH2:14][CH3:15], predict the reaction product. The product is: [C:1](=[C:4]([Si:12]([O:19][CH2:20][CH3:21])([O:16][CH2:17][CH3:18])[O:13][CH2:14][CH3:15])[F:5])([F:3])[F:2]. (3) Given the reactants [CH3:1][CH:2]1[CH2:7][CH2:6][C:5](=O)[CH2:4][CH2:3]1.[NH:9]1[CH2:12][CH:11]([NH:13][C:14](=[O:31])[CH2:15][NH:16][C:17]2[C:26]3[C:21](=[CH:22][CH:23]=[C:24]([C:27]([F:30])([F:29])[F:28])[CH:25]=3)[N:20]=[CH:19][N:18]=2)[CH2:10]1.[BH-](OC(C)=O)(OC(C)=O)OC(C)=O.[Na+], predict the reaction product. The product is: [CH3:1][CH:2]1[CH2:7][CH2:6][CH:5]([N:9]2[CH2:10][CH:11]([NH:13][C:14](=[O:31])[CH2:15][NH:16][C:17]3[C:26]4[C:21](=[CH:22][CH:23]=[C:24]([C:27]([F:28])([F:30])[F:29])[CH:25]=4)[N:20]=[CH:19][N:18]=3)[CH2:12]2)[CH2:4][CH2:3]1. (4) Given the reactants IC.[Br:3][C:4]1[C:5]2[O:13][C:12]([CH:14]=[O:15])=[CH:11][C:6]=2[C:7](=[O:10])[NH:8][CH:9]=1.[C:16](=O)([O-])[O-].[Cs+].[Cs+], predict the reaction product. The product is: [Br:3][C:4]1[C:5]2[O:13][C:12]([CH:14]=[O:15])=[CH:11][C:6]=2[C:7](=[O:10])[N:8]([CH3:16])[CH:9]=1. (5) Given the reactants [C:1]([O:5][C:6]([N:8]1[CH2:13][CH2:12][N:11]([C:14]2[CH:19]=[CH:18][CH:17]=[C:16](Br)[CH:15]=2)[CH2:10][CH2:9]1)=[O:7])([CH3:4])([CH3:3])[CH3:2].[N:21]1([CH2:26][CH2:27][NH2:28])[CH2:25][CH2:24][CH2:23][CH2:22]1.CC1(C)C2C(=C(P(C3C=CC=CC=3)C3C=CC=CC=3)C=CC=2)OC2C(P(C3C=CC=CC=3)C3C=CC=CC=3)=CC=CC1=2.CC([O-])(C)C.[Na+], predict the reaction product. The product is: [C:1]([O:5][C:6]([N:8]1[CH2:13][CH2:12][N:11]([C:14]2[CH:19]=[CH:18][CH:17]=[C:16]([NH:28][CH2:27][CH2:26][N:21]3[CH2:25][CH2:24][CH2:23][CH2:22]3)[CH:15]=2)[CH2:10][CH2:9]1)=[O:7])([CH3:4])([CH3:3])[CH3:2]. (6) Given the reactants Br[C:2]1[N:7]=[C:6]2[N:8]([CH2:12][C:13]3[C:18]([F:19])=[CH:17][CH:16]=[C:15]([F:20])[C:14]=3[Cl:21])[CH2:9][CH2:10][NH:11][C:5]2=[N:4][CH:3]=1.[CH3:22][N:23]1[CH2:28][CH2:27][N:26]([C:29]([C:31]2[CH:36]=[CH:35][C:34](B3OC(C)(C)C(C)(C)O3)=[CH:33][CH:32]=2)=[O:30])[CH2:25][CH2:24]1, predict the reaction product. The product is: [Cl:21][C:14]1[C:15]([F:20])=[CH:16][CH:17]=[C:18]([F:19])[C:13]=1[CH2:12][N:8]1[CH2:9][CH2:10][NH:11][C:5]2[N:4]=[CH:3][C:2]([C:34]3[CH:33]=[CH:32][C:31]([C:29]([N:26]4[CH2:27][CH2:28][N:23]([CH3:22])[CH2:24][CH2:25]4)=[O:30])=[CH:36][CH:35]=3)=[N:7][C:6]1=2.